From a dataset of Reaction yield outcomes from USPTO patents with 853,638 reactions. Predict the reaction yield, written as a fraction of the theoretical maximum amount of product (1.0 means a 100% yield; for example, 0.34 means a 34% yield). (1) The reactants are CS(O[CH2:6][CH2:7][N:8]1[CH:12]=[C:11]([C:13]2[CH:18]=[C:17]([C:19]([O:21]C)=[O:20])[CH:16]=[CH:15][N:14]=2)[N:10]=[CH:9]1)(=O)=O.[F:23][C:24]([F:34])([F:33])[C:25]1[CH:32]=[CH:31][CH:30]=[CH:29][C:26]=1[CH2:27][NH2:28]. No catalyst specified. The product is [F:23][C:24]([F:33])([F:34])[C:25]1[CH:32]=[CH:31][CH:30]=[CH:29][C:26]=1[CH2:27][NH:28][CH2:6][CH2:7][N:8]1[CH:12]=[C:11]([C:13]2[CH:18]=[C:17]([C:19]([OH:21])=[O:20])[CH:16]=[CH:15][N:14]=2)[N:10]=[CH:9]1. The yield is 0.0600. (2) The reactants are [Cl:1][C:2]1[CH:3]=[C:4]([CH:6]=[CH:7][C:8]=1[O:9][C:10]1[CH:15]=[CH:14][N:13]=[C:12]([C:16]2[CH:17]=[N:18][N:19]([CH3:21])[CH:20]=2)[CH:11]=1)[NH2:5].[O:22]=[C:23]1[N:27]([CH:28]2[CH2:33][CH2:32][O:31][CH2:30][CH2:29]2)[CH2:26][CH2:25][N:24]1[C:34](Cl)=[O:35].O. The catalyst is C(Cl)Cl. The product is [Cl:1][C:2]1[CH:3]=[C:4]([NH:5][C:34]([N:24]2[CH2:25][CH2:26][N:27]([CH:28]3[CH2:33][CH2:32][O:31][CH2:30][CH2:29]3)[C:23]2=[O:22])=[O:35])[CH:6]=[CH:7][C:8]=1[O:9][C:10]1[CH:15]=[CH:14][N:13]=[C:12]([C:16]2[CH:17]=[N:18][N:19]([CH3:21])[CH:20]=2)[CH:11]=1. The yield is 0.710. (3) The reactants are [C:1]([O:5][C:6]([N:8]1[CH2:13][CH2:12][N:11]([C:14]2[C:15](=[O:33])[N:16]([CH2:29][CH:30]([CH3:32])[CH3:31])[N:17]=[C:18]([C:21]3[CH:26]=[CH:25][C:24](C)=[C:23]([F:28])[CH:22]=3)[C:19]=2[CH3:20])[CH2:10][CH2:9]1)=[O:7])([CH3:4])([CH3:3])[CH3:2].[F:34]C1C=C(C2C=C(COS(C)(=O)=O)C(=O)N(CC(C)C)N=2)C=CC=1F.N1(C(OC(C)(C)C)=O)CCNCC1. No catalyst specified. The product is [C:1]([O:5][C:6]([N:8]1[CH2:9][CH2:10][N:11]([C:14]2[C:15](=[O:33])[N:16]([CH2:29][CH:30]([CH3:32])[CH3:31])[N:17]=[C:18]([C:21]3[CH:26]=[CH:25][C:24]([F:34])=[C:23]([F:28])[CH:22]=3)[C:19]=2[CH3:20])[CH2:12][CH2:13]1)=[O:7])([CH3:3])([CH3:2])[CH3:4]. The yield is 0.855. (4) The reactants are [CH2:1]([N:8]1[CH2:22][CH2:21][C:11]2([O:19][C:18]3[CH:17]=[N:16][NH:15][C:14]=3[C:13](=[O:20])[CH2:12]2)[CH2:10][CH2:9]1)[C:2]1[CH:7]=[CH:6][CH:5]=[CH:4][CH:3]=1.[CH3:23][CH:24](O)[CH3:25].C1(P(C2C=CC=CC=2)C2C=CC=CC=2)C=CC=CC=1.C1C=CC(COC(/N=N/C(OCC2C=CC=CC=2)=O)=O)=CC=1. The catalyst is O1CCCC1. The product is [CH2:1]([N:8]1[CH2:22][CH2:21][C:11]2([O:19][C:18]3[CH:17]=[N:16][N:15]([CH:24]([CH3:25])[CH3:23])[C:14]=3[C:13](=[O:20])[CH2:12]2)[CH2:10][CH2:9]1)[C:2]1[CH:3]=[CH:4][CH:5]=[CH:6][CH:7]=1. The yield is 0.350.